Dataset: Forward reaction prediction with 1.9M reactions from USPTO patents (1976-2016). Task: Predict the product of the given reaction. (1) Given the reactants [Cl-].O[NH3+:3].[C:4](=[O:7])([O-])[OH:5].[Na+].CS(C)=O.[CH2:13]([C:15]1[N:16]=[C:17]([CH3:43])[N:18]([C:37]2[CH:42]=[CH:41][CH:40]=[CH:39][CH:38]=2)[C:19](=[O:36])[C:20]=1[CH2:21][C:22]1[CH:27]=[CH:26][C:25]([C:28]2[C:29]([C:34]#[N:35])=[CH:30][CH:31]=[CH:32][CH:33]=2)=[CH:24][CH:23]=1)[CH3:14], predict the reaction product. The product is: [CH2:13]([C:15]1[N:16]=[C:17]([CH3:43])[N:18]([C:37]2[CH:42]=[CH:41][CH:40]=[CH:39][CH:38]=2)[C:19](=[O:36])[C:20]=1[CH2:21][C:22]1[CH:23]=[CH:24][C:25]([C:28]2[CH:33]=[CH:32][CH:31]=[CH:30][C:29]=2[C:34]2[NH:3][C:4](=[O:7])[O:5][N:35]=2)=[CH:26][CH:27]=1)[CH3:14]. (2) Given the reactants [Br:1][C:2]1[CH:7]=[CH:6][C:5]([C:8](=O)[CH3:9])=[C:4]([F:11])[CH:3]=1.[C:12]1([NH:18][NH2:19])[CH:17]=[CH:16][CH:15]=[CH:14][CH:13]=1, predict the reaction product. The product is: [Br:1][C:2]1[CH:7]=[CH:6][C:5](/[C:8](=[N:19]\[NH:18][C:12]2[CH:17]=[CH:16][CH:15]=[CH:14][CH:13]=2)/[CH3:9])=[C:4]([F:11])[CH:3]=1.[Br:1][C:2]1[CH:7]=[CH:6][C:5](/[C:8](=[N:19]/[NH:18][C:12]2[CH:17]=[CH:16][CH:15]=[CH:14][CH:13]=2)/[CH3:9])=[C:4]([F:11])[CH:3]=1. (3) Given the reactants [C:1]([O:9][C@@H:10]1[CH2:18][C@@H:13]2[O:14][C:15](=[O:17])[CH2:16][C@@H:12]2[C@H:11]1[CH:19]=O)(=[O:8])[C:2]1[CH:7]=[CH:6][CH:5]=[CH:4][CH:3]=1, predict the reaction product. The product is: [C:1]([O:9][C@@H:10]1[CH2:18][C@@H:13]2[O:14][C:15](=[O:17])[CH2:16][C@@H:12]2[C@H:11]1/[CH:19]=[CH:11]/[C:10](=[O:9])[CH2:18][CH2:13][CH2:12][CH2:16][CH3:15])(=[O:8])[C:2]1[CH:3]=[CH:4][CH:5]=[CH:6][CH:7]=1. (4) Given the reactants [C:1]12([CH2:11][O:12][C:13](=[O:18])[C:14](Br)([F:16])[F:15])[CH2:10][CH:5]3[CH2:6][CH:7]([CH2:9][CH:3]([CH2:4]3)[CH2:2]1)[CH2:8]2.O.[S:20](S([O-])=O)([O-:22])=[O:21].[Na+].[Na+].[CH2:28]([N:30]([CH2:33][CH3:34])[CH2:31][CH3:32])[CH3:29], predict the reaction product. The product is: [CH2:28]([NH+:30]([CH2:33][CH3:34])[CH2:31][CH3:32])[CH3:29].[C:1]12([CH2:11][O:12][C:13]([C:14]([F:16])([F:15])[S:20]([O-:22])=[O:21])=[O:18])[CH2:10][CH:5]3[CH2:6][CH:7]([CH2:9][CH:3]([CH2:4]3)[CH2:2]1)[CH2:8]2. (5) The product is: [F:27][C:13]([F:12])([F:26])[C:14]1[CH:19]=[CH:18][N:17]=[C:16]([C:20]2[N:24]([C:30]([N:29]([CH3:33])[CH3:28])=[O:31])[C:23](=[O:25])[O:22][N:21]=2)[CH:15]=1. Given the reactants N12CCCN=C1CCCCC2.[F:12][C:13]([F:27])([F:26])[C:14]1[CH:19]=[CH:18][N:17]=[C:16]([C:20]2[NH:21][O:22][C:23](=[O:25])[N:24]=2)[CH:15]=1.[CH3:28][N:29]([CH3:33])[C:30](Cl)=[O:31], predict the reaction product. (6) Given the reactants Cl.Cl.[CH3:3][Si:4]([CH3:31])([CH3:30])[CH2:5][CH2:6][O:7][CH2:8][N:9]1[C:13]2[N:14]=[CH:15][N:16]=[C:17]([C:18]3[CH:19]=[N:20][N:21]([C:23]4([CH2:27][C:28]#[N:29])[CH2:26][NH:25][CH2:24]4)[CH:22]=3)[C:12]=2[CH:11]=[CH:10]1.Cl[C:33]1[C:46]([F:47])=[CH:45][C:36]([C:37]([NH:39][C@@H:40]([CH:42]2[CH2:44][CH2:43]2)[CH3:41])=[O:38])=[C:35]([F:48])[CH:34]=1.C(=O)([O-])[O-].[Cs+].[Cs+].C1C=CC(P(C2C=CC3C(=CC=CC=3)C=2C2C3C(=CC=CC=3)C=CC=2P(C2C=CC=CC=2)C2C=CC=CC=2)C2C=CC=CC=2)=CC=1.C1(C)C=CC=CC=1, predict the reaction product. The product is: [C:28]([CH2:27][C:23]1([N:21]2[CH:22]=[C:18]([C:17]3[C:12]4[CH:11]=[CH:10][N:9]([CH2:8][O:7][CH2:6][CH2:5][Si:4]([CH3:30])([CH3:3])[CH3:31])[C:13]=4[N:14]=[CH:15][N:16]=3)[CH:19]=[N:20]2)[CH2:24][N:25]([C:33]2[C:46]([F:47])=[CH:45][C:36]([C:37]([NH:39][C@@H:40]([CH:42]3[CH2:43][CH2:44]3)[CH3:41])=[O:38])=[C:35]([F:48])[CH:34]=2)[CH2:26]1)#[N:29].